This data is from Full USPTO retrosynthesis dataset with 1.9M reactions from patents (1976-2016). The task is: Predict the reactants needed to synthesize the given product. (1) Given the product [CH2:7]([O:5][C@H:3]([CH3:4])[C@H:2]([OH:6])[CH3:1])[C:8]1[CH:13]=[CH:12][CH:11]=[CH:10][CH:9]=1, predict the reactants needed to synthesize it. The reactants are: [CH3:1][C@@H:2]([OH:6])[C@H:3]([OH:5])[CH3:4].[CH2:7](Br)[C:8]1[CH:13]=[CH:12][CH:11]=[CH:10][CH:9]=1. (2) Given the product [F:1][C:2]([F:24])([F:23])[C:3]1[CH:4]=[C:5]([NH:8][C:9]([C:11]2[C:16]([NH2:17])=[N:15][C:14]([C:18]([F:21])([F:20])[F:19])=[C:13]([N:25]3[CH2:29][CH2:28][CH2:27][CH2:26]3)[N:12]=2)=[O:10])[NH:6][N:7]=1, predict the reactants needed to synthesize it. The reactants are: [F:1][C:2]([F:24])([F:23])[C:3]1[CH:4]=[C:5]([NH:8][C:9]([C:11]2[C:16]([NH2:17])=[N:15][C:14]([C:18]([F:21])([F:20])[F:19])=[C:13](Br)[N:12]=2)=[O:10])[NH:6][N:7]=1.[NH:25]1[CH2:29][CH2:28][CH2:27][CH2:26]1. (3) The reactants are: [C:1]([O-:4])(=[O:3])[CH3:2].[Na+].[Br:6][C:7]1[CH:8]=[C:9]([CH:18]=[CH:19][C:20]=1[CH2:21]Br)[C:10]([NH:12][CH2:13][Si:14]([CH3:17])([CH3:16])[CH3:15])=[O:11]. Given the product [C:1]([O:4][CH2:21][C:20]1[CH:19]=[CH:18][C:9]([C:10](=[O:11])[NH:12][CH2:13][Si:14]([CH3:16])([CH3:15])[CH3:17])=[CH:8][C:7]=1[Br:6])(=[O:3])[CH3:2], predict the reactants needed to synthesize it. (4) The reactants are: O([C:9]1[CH:18]=[CH:17][C:16]2[CH2:15][CH2:14][CH2:13][CH2:12][C:11]=2[C:10]=1[N+:19]([O-:21])=[O:20])S(C(F)(F)F)(=O)=O.[NH2:22][C:23]1[CH:24]=[C:25]([CH:28]=[CH:29][CH:30]=1)[C:26]#[N:27].C(=O)([O-])[O-].[K+].[K+].C1(P(C2C=CC=CC=2)C2C=CC=CC=2)C=CC=CC=1. Given the product [N+:19]([C:10]1[C:11]2[CH2:12][CH2:13][CH2:14][CH2:15][C:16]=2[CH:17]=[CH:18][C:9]=1[NH:22][C:23]1[CH:24]=[C:25]([CH:28]=[CH:29][CH:30]=1)[C:26]#[N:27])([O-:21])=[O:20], predict the reactants needed to synthesize it. (5) Given the product [CH3:1][C:2]1[CH:10]=[CH:9][CH:8]=[C:7]([N+:11]([O-:13])=[O:12])[C:3]=1[CH2:4][OH:5], predict the reactants needed to synthesize it. The reactants are: [CH3:1][C:2]1[CH:10]=[CH:9][CH:8]=[C:7]([N+:11]([O-:13])=[O:12])[C:3]=1[C:4](O)=[O:5].[BH4-].[Na+].COS(=O)(=O)OC.Cl. (6) Given the product [Br:1][C:19]1[CH:18]=[C:17]2[C:8](=[C:7]3[C:20]=1[CH:3]=[CH:4][CH:5]=[N:6]3)[NH:9][S:10](=[O:21])(=[O:22])[C:11]1[C:16]2=[CH:15][CH:14]=[CH:13][CH:12]=1, predict the reactants needed to synthesize it. The reactants are: [Br:1]Br.[CH:3]1[C:20]2[C:7](=[C:8]3[C:17](=[CH:18][CH:19]=2)[C:16]2[C:11](=[CH:12][CH:13]=[CH:14][CH:15]=2)[S:10](=[O:22])(=[O:21])[NH:9]3)[N:6]=[CH:5][CH:4]=1.C(Cl)(Cl)Cl. (7) The reactants are: [Cl:1][C:2]1[CH:7]=[C:6]([O:8][C:9]2[C:18]3[C:13](=[CH:14][C:15]([OH:21])=[C:16]([C:19]#[N:20])[CH:17]=3)[N:12]=[CH:11][CH:10]=2)[CH:5]=[CH:4][C:3]=1[NH:22][C:23]([NH:25][CH3:26])=[O:24].CN(C)C=O.C(=O)([O-])[O-].[K+].[K+].O.[C:39]([O:42][CH2:43][CH3:44])(=O)C. Given the product [C:19]([C:16]1[CH:17]=[C:18]2[C:13](=[CH:14][C:15]=1[O:21][CH2:44][C@H:43]1[CH2:39][O:42]1)[N:12]=[CH:11][CH:10]=[C:9]2[O:8][C:6]1[CH:5]=[CH:4][C:3]([NH:22][C:23]([NH:25][CH3:26])=[O:24])=[C:2]([Cl:1])[CH:7]=1)#[N:20], predict the reactants needed to synthesize it.